This data is from Catalyst prediction with 721,799 reactions and 888 catalyst types from USPTO. The task is: Predict which catalyst facilitates the given reaction. (1) Reactant: C([O-])(=O)C.[Na+].[CH:6](=O)[CH2:7][CH:8]([CH3:10])[CH3:9].C([BH3-])#N.[Na+].Cl.[CH3:17][O:18][C:19]([C@@H:21]1[CH2:27][CH2:26][CH2:25][CH2:24][CH2:23][C@@H:22]1[NH2:28])=[O:20].Cl. Product: [CH3:17][O:18][C:19]([C@@H:21]1[CH2:27][CH2:26][CH2:25][CH2:24][CH2:23][C@@H:22]1[NH:28][CH2:6][CH2:7][CH:8]([CH3:10])[CH3:9])=[O:20]. The catalyst class is: 5. (2) Reactant: C([O:3][C:4]([C:6]1[N:7]([CH2:21][C:22]2[CH:27]=[CH:26][C:25]([NH2:28])=[CH:24][CH:23]=2)[C:8]2[C:13]([C:14]=1[C:15]1[CH:20]=[CH:19][CH:18]=[CH:17][CH:16]=1)=[CH:12][CH:11]=[CH:10][CH:9]=2)=[O:5])C.[CH2:29]([CH2:33][C:34](=O)[CH3:35])[C:30]([CH3:32])=O.O.[OH-].[Li+]. The catalyst class is: 11. Product: [CH3:35][C:34]1[N:28]([C:25]2[CH:24]=[CH:23][C:22]([CH2:21][N:7]3[C:20]4[C:15](=[CH:16][CH:17]=[CH:18][CH:19]=4)[C:14]([C:13]4[CH:12]=[CH:11][CH:10]=[CH:9][CH:8]=4)=[C:6]3[C:4]([OH:3])=[O:5])=[CH:27][CH:26]=2)[C:30]([CH3:32])=[CH:29][CH:33]=1. (3) Reactant: [F:1][C:2]1[CH:3]=[C:4]([CH:17]=[C:18]([N:20]2[CH2:25][CH2:24][O:23][CH2:22][CH2:21]2)[CH:19]=1)[C:5]([NH:7][C:8]1[S:12][C:11]([C:13](O)=[O:14])=[C:10]([CH3:16])[CH:9]=1)=[O:6].CCN=C=NCCCN(C)C.C1C=NC2N(O)N=NC=2C=1.[NH:47]1[CH2:52][CH2:51][O:50][CH2:49][CH2:48]1. Product: [F:1][C:2]1[CH:3]=[C:4]([CH:17]=[C:18]([N:20]2[CH2:21][CH2:22][O:23][CH2:24][CH2:25]2)[CH:19]=1)[C:5]([NH:7][C:8]1[S:12][C:11]([C:13]([N:47]2[CH2:52][CH2:51][O:50][CH2:49][CH2:48]2)=[O:14])=[C:10]([CH3:16])[CH:9]=1)=[O:6]. The catalyst class is: 16. (4) Reactant: [CH3:1][S:2][C:3]1[CH:4]=[C:5]([CH:7]=[CH:8][CH:9]=1)[NH2:6].[CH:10](OCC)(OCC)OCC.[N+:20]([CH2:23]C(OCC)=O)([O-])=O.[C:29]([OH:32])(=[O:31])[CH3:30]. Product: [CH3:1][S:2][C:3]1[CH:4]=[C:5]([N:6]2[CH:10]=[C:30]([C:29]([OH:32])=[O:31])[N:20]=[CH:23]2)[CH:7]=[CH:8][CH:9]=1. The catalyst class is: 292. (5) Reactant: Br[C:2]1([CH2:13][C:14]2[CH:19]=[CH:18][CH:17]=[C:16]([Cl:20])[CH:15]=2)[C:10]2[C:5](=[CH:6][C:7]([Cl:11])=[CH:8][CH:9]=2)[NH:4][C:3]1=[O:12].[CH2:21]([O:24][C:25]1[CH:30]=[CH:29][C:28]([NH2:31])=[CH:27][CH:26]=1)[CH2:22][CH3:23].CCN(C(C)C)C(C)C.O. Product: [Cl:11][C:7]1[CH:6]=[C:5]2[C:10]([C:2]([CH2:13][C:14]3[CH:19]=[CH:18][CH:17]=[C:16]([Cl:20])[CH:15]=3)([NH:31][C:28]3[CH:27]=[CH:26][C:25]([O:24][CH2:21][CH2:22][CH3:23])=[CH:30][CH:29]=3)[C:3](=[O:12])[NH:4]2)=[CH:9][CH:8]=1. The catalyst class is: 41. (6) Reactant: [CH3:1][CH2:2][CH2:3][S:4][C:5]1[N:6]=[C:7]([NH:25][C@H:26]2[C@H:28]([C:29]3[CH:30]=[CH:31][C:32]([F:36])=[C:33]([F:35])[CH:34]=3)[CH2:27]2)[C:8]2[N:13]=[N:12][N:11]([C@H:14]3[C@H:18]([OH:19])[C@H:17]([OH:20])[C@@H:16]([O:21][CH2:22][CH2:23][OH:24])[CH2:15]3)[C:9]=2[N:10]=1.CC(C)=O.[C:41]([OH:50])(=[O:49])[CH:42]([CH:44]([C:46]([OH:48])=[O:47])[OH:45])[OH:43]. Product: [CH3:1][CH2:2][CH2:3][S:4][C:5]1[N:6]=[C:7]([NH:25][C@H:26]2[C@H:28]([C:29]3[CH:30]=[CH:31][C:32]([F:36])=[C:33]([F:35])[CH:34]=3)[CH2:27]2)[C:8]2[N:13]=[N:12][N:11]([C@H:14]3[C@H:18]([OH:19])[C@H:17]([OH:20])[C@@H:16]([O:21][CH2:22][CH2:23][OH:24])[CH2:15]3)[C:9]=2[N:10]=1.[C:46]([C@H:44]([C@@H:42]([C:41]([O-:50])=[O:49])[OH:43])[OH:45])([O-:48])=[O:47]. The catalyst class is: 81. (7) Reactant: [Cl:1][C:2]1[CH:24]=[C:23]([S:25]([CH3:28])(=[O:27])=[O:26])[CH:22]=[CH:21][C:3]=1[C:4]([C:6]1[C:15]2[C:10](=[CH:11][CH:12]=[C:13]([F:16])[CH:14]=2)[CH:9]=[C:8]([CH2:17][C:18]([OH:20])=[O:19])[CH:7]=1)=[O:5].[BH4-].[Na+]. Product: [Cl:1][C:2]1[CH:24]=[C:23]([S:25]([CH3:28])(=[O:26])=[O:27])[CH:22]=[CH:21][C:3]=1[CH:4]([OH:5])[C:6]1[C:15]2[C:10](=[CH:11][CH:12]=[C:13]([F:16])[CH:14]=2)[CH:9]=[C:8]([CH2:17][C:18]([OH:20])=[O:19])[CH:7]=1. The catalyst class is: 5.